Predict the product of the given reaction. From a dataset of Forward reaction prediction with 1.9M reactions from USPTO patents (1976-2016). (1) Given the reactants [F:1][C:2]1[C:12]2[O:11][CH2:10][CH2:9][CH2:8][O:7][C:6]=2[C:5]([O:13][CH3:14])=[CH:4][C:3]=1[CH:15]([NH:31][C:32]1[CH:37]=[CH:36][C:35]([C:38](=[NH:41])[NH:39]O)=[CH:34][CH:33]=1)[C:16]1[NH:20][C:19](=[O:21])[N:18]([C:22]2[N:30]=[CH:29][CH:28]=[CH:27][C:23]=2[C:24]([OH:26])=[O:25])[N:17]=1.O.C(O)(=O)C, predict the reaction product. The product is: [C:38]([C:35]1[CH:36]=[CH:37][C:32]([NH:31][CH:15]([C:3]2[CH:4]=[C:5]([O:13][CH3:14])[C:6]3[O:7][CH2:8][CH2:9][CH2:10][O:11][C:12]=3[C:2]=2[F:1])[C:16]2[NH:20][C:19](=[O:21])[N:18]([C:22]3[N:30]=[CH:29][CH:28]=[CH:27][C:23]=3[C:24]([OH:26])=[O:25])[N:17]=2)=[CH:33][CH:34]=1)(=[NH:39])[NH2:41]. (2) Given the reactants C([O:8][C@@H:9]1[C@@H:40]([O:41]CC2C=CC=CC=2)[C@H:39]([O:49][C@@H:50]2[O:79][C@H:78]([CH3:80])[C@@H:69]([O:70]CC3C=CC=CC=3)[C@H:60]([O:61]CC3C=CC=CC=3)[C@H:51]2[O:52]CC2C=CC=CC=2)[C@@H:38]([CH2:81][O:82]CC2C=CC=CC=2)[O:37][C@@H:10]1[O:11][C@@H:12]1[CH2:16][N:15](C(OCC2C=CC=CC=2)=O)[C@H:14]([CH2:27][O:28]CC2C=CC=CC=2)[C@H:13]1[OH:36])C1C=CC=CC=1.Cl, predict the reaction product. The product is: [C@@H:50]1([O:49][C@@H:39]2[C@@H:38]([CH2:81][OH:82])[O:37][C@H:10]([O:11][C@@H:12]3[CH2:16][NH:15][C@H:14]([CH2:27][OH:28])[C@H:13]3[OH:36])[C@H:9]([OH:8])[C@H:40]2[OH:41])[O:79][C@H:78]([CH3:80])[C@@H:69]([OH:70])[C@H:60]([OH:61])[C@H:51]1[OH:52]. (3) Given the reactants C(OC(=O)C)(=O)C.C(O)(=O)C.[CH:12]([CH:14]1[C:19]2[CH:20]=[CH:21][CH:22]=[CH:23][C:18]=2[NH:17][C:16](=[O:24])[O:15]1)=[CH2:13].[N+:25]([O-])([OH:27])=[O:26], predict the reaction product. The product is: [N+:25]([C:21]1[CH:22]=[CH:23][C:18]2[NH:17][C:16](=[O:24])[O:15][CH:14]([CH:12]=[CH2:13])[C:19]=2[CH:20]=1)([O-:27])=[O:26].